Dataset: Catalyst prediction with 721,799 reactions and 888 catalyst types from USPTO. Task: Predict which catalyst facilitates the given reaction. (1) Reactant: N[C:2]1[CH:7]=[CH:6][N:5]=[CH:4][C:3]=1[C:8]1[CH:22]=[C:21]([F:23])[CH:20]=[CH:19][C:9]=1[C:10]([N:12](C(C)C)C(C)C)=[O:11].C[Si](C)(C)N[Si](C)(C)C.[Na].C[Si]([N-][Si](C)(C)C)(C)C.[Na+]. Product: [F:23][C:21]1[CH:20]=[CH:19][C:9]2[C:10](=[O:11])[NH:12][C:2]3[C:3]([C:8]=2[CH:22]=1)=[CH:4][N:5]=[CH:6][CH:7]=3. The catalyst class is: 7. (2) Reactant: [Br:1][C:2]1[N:3]=[N:4][C:5](Br)=[CH:6][CH:7]=1.[F:9][C:10]1[CH:15]=[CH:14][CH:13]=[CH:12][C:11]=1B(O)O.C(=O)([O-])[O-].[Na+].[Na+]. Product: [Br:1][C:2]1[N:3]=[N:4][C:5]([C:11]2[CH:12]=[CH:13][CH:14]=[CH:15][C:10]=2[F:9])=[CH:6][CH:7]=1. The catalyst class is: 104.